From a dataset of Full USPTO retrosynthesis dataset with 1.9M reactions from patents (1976-2016). Predict the reactants needed to synthesize the given product. (1) The reactants are: Cl.[F:2][C:3]1[CH:8]=[CH:7][C:6]([NH:9][NH2:10])=[CH:5][CH:4]=1.C(N(CC)CC)C.[C:18](OCC)(=[O:23])[CH2:19][C:20]([CH3:22])=O. Given the product [F:2][C:3]1[CH:8]=[CH:7][C:6]([N:9]2[C:18](=[O:23])[CH:19]=[C:20]([CH3:22])[NH:10]2)=[CH:5][CH:4]=1, predict the reactants needed to synthesize it. (2) Given the product [F:1][C:2]1[CH:11]=[C:10]2[C:5]([CH2:6][CH2:7][C:8](=[O:13])[N:9]2[CH3:12])=[CH:4][C:3]=1[C:24]1[C:33]2[CH2:32][CH2:31][CH2:30][CH:29]([NH:34][C:35](=[O:38])[CH2:36][CH3:37])[C:28]=2[CH:27]=[N:26][CH:25]=1, predict the reactants needed to synthesize it. The reactants are: [F:1][C:2]1[CH:11]=[C:10]2[C:5]([CH2:6][CH2:7][C:8](=[O:13])[N:9]2[CH3:12])=[CH:4][C:3]=1B1OC(C)(C)C(C)(C)O1.Br[C:24]1[C:33]2[CH2:32][CH2:31][CH2:30][CH:29]([NH:34][C:35](=[O:38])[CH2:36][CH3:37])[C:28]=2[CH:27]=[N:26][CH:25]=1.C([O-])([O-])=O.[Na+].[Na+].